This data is from Full USPTO retrosynthesis dataset with 1.9M reactions from patents (1976-2016). The task is: Predict the reactants needed to synthesize the given product. (1) Given the product [Br:13][C:14]1[CH:19]=[CH:18][C:17]([NH:20][C:23]2[C:28]([C:29]([OH:31])=[O:30])=[CH:27][N:26]=[C:25]([Cl:32])[C:24]=2[F:33])=[C:16]([F:21])[CH:15]=1, predict the reactants needed to synthesize it. The reactants are: [Li]CCCC.C(NC(C)C)(C)C.[Br:13][C:14]1[CH:19]=[CH:18][C:17]([NH2:20])=[C:16]([F:21])[CH:15]=1.Cl[C:23]1[C:28]([C:29]([OH:31])=[O:30])=[CH:27][N:26]=[C:25]([Cl:32])[C:24]=1[F:33]. (2) Given the product [Br:1][C:2]1[C:7]([OH:8])=[CH:6][CH:5]=[C:4]([O:11][CH3:10])[N:3]=1, predict the reactants needed to synthesize it. The reactants are: [Br:1][C:2]1[C:7]([OH:8])=[CH:6][CH:5]=[C:4](Cl)[N:3]=1.[CH3:10][O-:11].[Na+].